Dataset: Full USPTO retrosynthesis dataset with 1.9M reactions from patents (1976-2016). Task: Predict the reactants needed to synthesize the given product. (1) Given the product [NH2:1][C:2]1[N:7]([CH3:8])[C:6](=[O:9])[NH:5][C:4](=[O:10])[C:3]=1[NH:20][CH2:19][C@H:16]1[CH2:17][CH2:18][C@H:13]([CH3:12])[CH2:14][CH2:15]1, predict the reactants needed to synthesize it. The reactants are: [NH2:1][C:2]1[N:7]([CH3:8])[C:6](=[O:9])[NH:5][C:4](=[O:10])[C:3]=1Br.[CH3:12][C@H:13]1[CH2:18][CH2:17][C@H:16]([CH2:19][NH2:20])[CH2:15][CH2:14]1. (2) Given the product [C:1]([Si:5]([O:6][C@@H:7]1[C:15]2[C:10](=[C:11]([C:16]([O:22][CH3:27])([CH3:17])[C:18]([CH3:21])([CH3:20])[CH3:19])[CH:12]=[CH:13][CH:14]=2)[CH2:9][CH2:8]1)([CH3:24])[CH3:23])([CH3:4])([CH3:3])[CH3:2], predict the reactants needed to synthesize it. The reactants are: [C:1]([Si:5]([CH3:24])([CH3:23])[O:6][C@@H:7]1[C:15]2[C:10](=[C:11]([C:16]([OH:22])([C:18]([CH3:21])([CH3:20])[CH3:19])[CH3:17])[CH:12]=[CH:13][CH:14]=2)[CH2:9][CH2:8]1)([CH3:4])([CH3:3])[CH3:2].[H-].[K+].[CH3:27]I.[NH4+].[Cl-]. (3) Given the product [Cl:29][C:30]1[CH:35]=[CH:34][C:33]([O:36][CH3:37])=[CH:32][C:31]=1[S:38]([NH:41][C:12]([C:10]1[N:11]=[C:6]2[CH:5]=[N:4][C:3]([C:2]([F:1])([F:16])[F:15])=[CH:8][N:7]2[CH:9]=1)=[O:14])(=[O:40])=[O:39], predict the reactants needed to synthesize it. The reactants are: [F:1][C:2]([F:16])([F:15])[C:3]1[N:4]=[CH:5][C:6]2[N:7]([CH:9]=[C:10]([C:12]([OH:14])=O)[N:11]=2)[CH:8]=1.Cl.CN(C)CCCN=C=NCC.[Cl:29][C:30]1[CH:35]=[CH:34][C:33]([O:36][CH3:37])=[CH:32][C:31]=1[S:38]([NH2:41])(=[O:40])=[O:39].